Dataset: NCI-60 drug combinations with 297,098 pairs across 59 cell lines. Task: Regression. Given two drug SMILES strings and cell line genomic features, predict the synergy score measuring deviation from expected non-interaction effect. Drug 1: C1=C(C(=O)NC(=O)N1)F. Drug 2: CC(C)NC(=O)C1=CC=C(C=C1)CNNC.Cl. Cell line: MDA-MB-435. Synergy scores: CSS=25.1, Synergy_ZIP=1.43, Synergy_Bliss=2.21, Synergy_Loewe=-5.01, Synergy_HSA=1.18.